Dataset: Forward reaction prediction with 1.9M reactions from USPTO patents (1976-2016). Task: Predict the product of the given reaction. (1) Given the reactants [Cl:1][C:2]1[CH:3]=[CH:4][C:5]2[O:10][CH2:9][CH2:8][NH:7][C:6]=2[CH:11]=1.[Br:12][C:13]1[CH:14]=[C:15]([CH:19]=[C:20]([Br:23])[C:21]=1[OH:22])[C:16](Cl)=[O:17], predict the reaction product. The product is: [Cl:1][C:2]1[CH:3]=[CH:4][C:5]2[O:10][CH2:9][CH2:8][N:7]([C:16]([C:15]3[CH:19]=[C:20]([Br:23])[C:21]([OH:22])=[C:13]([Br:12])[CH:14]=3)=[O:17])[C:6]=2[CH:11]=1. (2) Given the reactants [F:1][C:2]1[CH:3]=[C:4]([NH2:12])[C:5](=[CH:9][C:10]=1[F:11])[C:6]([OH:8])=O.O.OC1C2N=NNC=2C=CC=1.C(N(C(C)C)CC)(C)C.[F:33][C:34]1[CH:39]=[CH:38][C:37]([CH2:40][CH2:41][NH2:42])=[CH:36][CH:35]=1.CCN=C=NCCCN(C)C.Cl.C(N)(=O)C1C=CC=CC=1, predict the reaction product. The product is: [NH2:12][C:4]1[CH:3]=[C:2]([F:1])[C:10]([F:11])=[CH:9][C:5]=1[C:6]([NH:42][CH2:41][CH2:40][C:37]1[CH:38]=[CH:39][C:34]([F:33])=[CH:35][CH:36]=1)=[O:8].